Dataset: Human liver microsome stability data. Task: Regression/Classification. Given a drug SMILES string, predict its absorption, distribution, metabolism, or excretion properties. Task type varies by dataset: regression for continuous measurements (e.g., permeability, clearance, half-life) or binary classification for categorical outcomes (e.g., BBB penetration, CYP inhibition). Dataset: hlm. (1) The compound is Cn1c(-c2ccccn2)c(C2CCCCC2)c2ccc(C(=O)N[C@@]3(C(=O)Nc4ccc(C=CC(=O)O)cc4)CCNC3)cc21. The result is 0 (unstable in human liver microsomes). (2) The compound is CCCCc1ccc(-c2nc(C)c(-c3ccnc(NN)n3)s2)cc1. The result is 0 (unstable in human liver microsomes). (3) The drug is CCN(CC)CCC/N=C(\C)N(CCCN(CC)CC)c1c2ccc(Cl)cc2nc2ccc(OC)nc12. The result is 0 (unstable in human liver microsomes). (4) The drug is CC(C)CCn1nc(-c2ccn(C)c2)c(O)c(C2=NS(=O)(=O)c3cc(NS(C)(=O)=O)ccc3N2)c1=O. The result is 0 (unstable in human liver microsomes). (5) The compound is COc1cc2c(N3CCN(C(=O)Nc4ccc(OC(C)C)cc4)CC3)ncnc2cc1OCCCS(=O)(=O)CCC(C)C. The result is 0 (unstable in human liver microsomes). (6) The drug is CC(C)(C)CCn1nc(-c2cccs2)c(O)c(C2=NS(=O)(=O)c3cc(NS(C)(=O)=O)ccc3N2)c1=O. The result is 0 (unstable in human liver microsomes). (7) The drug is COc1cnc(N2CCC[C@@H](N)C2)n(Cc2ccccc2C#N)c1=O. The result is 0 (unstable in human liver microsomes). (8) The molecule is COc1cc2ncnc(Oc3cccc(NC(=O)Nc4cc(C(C)(C)C(F)(F)F)on4)c3)c2cc1OC. The result is 0 (unstable in human liver microsomes). (9) The drug is O=C1CCc2cc(-c3cccnc3)cc3c2N1CC3. The result is 1 (stable in human liver microsomes).